This data is from Peptide-MHC class II binding affinity with 134,281 pairs from IEDB. The task is: Regression. Given a peptide amino acid sequence and an MHC pseudo amino acid sequence, predict their binding affinity value. This is MHC class II binding data. (1) The peptide sequence is TTVLDFHPGAGKTRR. The MHC is HLA-DQA10501-DQB10402 with pseudo-sequence HLA-DQA10501-DQB10402. The binding affinity (normalized) is 0.404. (2) The peptide sequence is VIIMDEAHFLDPASIHHHHHH. The MHC is DRB1_0901 with pseudo-sequence DRB1_0901. The binding affinity (normalized) is 0.373. (3) The peptide sequence is KAFAEGLSGEPKGGA. The MHC is DRB1_0901 with pseudo-sequence DRB1_0901. The binding affinity (normalized) is 0.369.